This data is from Reaction yield outcomes from USPTO patents with 853,638 reactions. The task is: Predict the reaction yield, written as a fraction of the theoretical maximum amount of product (1.0 means a 100% yield; for example, 0.34 means a 34% yield). The reactants are Br[C:2]1[C:7]([F:8])=[C:6]([Cl:9])[CH:5]=[CH:4][N:3]=1.CC1(C)CCCC(C)(C)N1.[Li]CCCC.Cl[C:26]1[CH:31]=[CH:30][N:29]=C[C:27]=1F.C1C(=O)[N:37](Br)C(=O)C1.CC[O:43][C:44](C)=[O:45]. The catalyst is C1COCC1.O. The product is [Cl:9][C:6]1[CH:5]=[CH:4][N:3]=[C:2]([N:37]2[C:26]([CH3:27])=[C:31]([C:44]([OH:43])=[O:45])[CH:30]=[N:29]2)[C:7]=1[F:8]. The yield is 0.340.